From a dataset of Reaction yield outcomes from USPTO patents with 853,638 reactions. Predict the reaction yield, written as a fraction of the theoretical maximum amount of product (1.0 means a 100% yield; for example, 0.34 means a 34% yield). (1) The reactants are [Cl:1][C:2]1[CH:44]=[CH:43][C:5]([CH2:6][C:7]2[C:15]3[C:14](=[O:16])[N:13]([CH2:17][CH2:18][CH2:19][O:20]C4CCCCO4)[C:12](=[O:27])[N:11](COCC[Si](C)(C)C)[C:10]=3[O:9][C:8]=2[C:36]2[CH:41]=[CH:40][CH:39]=[C:38]([Cl:42])[CH:37]=2)=[CH:4][CH:3]=1. The catalyst is C(Cl)Cl.C(O)(C(F)(F)F)=O.O. The product is [Cl:1][C:2]1[CH:3]=[CH:4][C:5]([CH2:6][C:7]2[C:15]3[C:14](=[O:16])[N:13]([CH2:17][CH2:18][CH2:19][OH:20])[C:12](=[O:27])[NH:11][C:10]=3[O:9][C:8]=2[C:36]2[CH:41]=[CH:40][CH:39]=[C:38]([Cl:42])[CH:37]=2)=[CH:43][CH:44]=1. The yield is 0.230. (2) The reactants are [CH3:1][C:2]([O:5][C:6]([N:8]1[CH:16]=[N:15][C:14]2[C:9]1=[N:10][CH:11]=[N:12][C:13]=2[N:17]1[CH2:22][CH2:21][C:20]2([C:26]3=[N:27][C:28]4[C:33]([O:34]CC5C=CC=CC=5)=[CH:32][CH:31]=[CH:30][C:29]=4[N:25]3[C:24](=[O:42])[N:23]2[C:43]([O:45][C:46]([CH3:49])([CH3:48])[CH3:47])=[O:44])[CH2:19][CH2:18]1)=[O:7])([CH3:4])[CH3:3].C(Cl)Cl.CO. The catalyst is C(OCC)(=O)C.C(O)C.[Pd]. The product is [OH:34][C:33]1[C:28]2[N:27]=[C:26]3[C:20]4([N:23]([C:43]([O:45][C:46]([CH3:49])([CH3:48])[CH3:47])=[O:44])[C:24](=[O:42])[N:25]3[C:29]=2[CH:30]=[CH:31][CH:32]=1)[CH2:19][CH2:18][N:17]([C:13]1[N:12]=[CH:11][N:10]=[C:9]2[C:14]=1[N:15]=[CH:16][N:8]2[C:6]([O:5][C:2]([CH3:4])([CH3:3])[CH3:1])=[O:7])[CH2:22][CH2:21]4. The yield is 1.00. (3) The reactants are F[C:2]1C(N)=NC(N)=NC=1.[OH:10][C:11]1[CH:19]=[CH:18][C:17]([N+:20]([O-:22])=[O:21])=[CH:16][C:12]=1[C:13]([OH:15])=[O:14].C(=O)([O-])[O-].[K+].[K+].IC. No catalyst specified. The product is [OH:10][C:11]1[CH:19]=[CH:18][C:17]([N+:20]([O-:22])=[O:21])=[CH:16][C:12]=1[C:13]([O:15][CH3:2])=[O:14]. The yield is 0.770. (4) The reactants are C(N=C=NCCCN(C)C)C.[OH:12][C:13]1[CH:18]=[CH:17][C:16]([N:19]([CH2:30][C:31]([OH:33])=O)[C:20](=[O:29])/[CH:21]=[CH:22]/[C:23]2[CH:28]=[CH:27][CH:26]=[CH:25][CH:24]=2)=[CH:15][CH:14]=1.ON1C2N=CC=CC=2N=N1.[C:44]([O:48][C:49]([NH:51][C@H:52]1[CH2:56][CH2:55][NH:54][CH2:53]1)=[O:50])([CH3:47])([CH3:46])[CH3:45].CN1CCOCC1. The catalyst is CN(C=O)C.C(OCC)(=O)C. The product is [OH:12][C:13]1[CH:14]=[CH:15][C:16]([N:19]([C:20](=[O:29])/[CH:21]=[CH:22]/[C:23]2[CH:24]=[CH:25][CH:26]=[CH:27][CH:28]=2)[CH2:30][C:31]([N:54]2[CH2:55][CH2:56][C@H:52]([NH:51][C:49](=[O:50])[O:48][C:44]([CH3:46])([CH3:45])[CH3:47])[CH2:53]2)=[O:33])=[CH:17][CH:18]=1. The yield is 0.720. (5) The reactants are C[O:2][C:3](=[O:19])[CH:4]([C:11]1[CH:16]=[CH:15][C:14]([S:17][CH3:18])=[CH:13][CH:12]=1)[CH2:5][C@H:6]1[CH2:10][CH2:9][CH2:8][O:7]1.[OH-].[Li+]. The catalyst is CO. The product is [CH3:18][S:17][C:14]1[CH:13]=[CH:12][C:11]([CH:4]([CH2:5][C@H:6]2[CH2:10][CH2:9][CH2:8][O:7]2)[C:3]([OH:19])=[O:2])=[CH:16][CH:15]=1. The yield is 0.990.